Dataset: Forward reaction prediction with 1.9M reactions from USPTO patents (1976-2016). Task: Predict the product of the given reaction. (1) Given the reactants [C:1]1([C:7]2[CH:8]=[C:9]([CH:14]=[CH:15][N:16]=2)[C:10]([O:12][CH3:13])=[O:11])[CH:6]=[CH:5][CH:4]=[CH:3][CH:2]=1, predict the reaction product. The product is: [C:1]1([CH:7]2[CH2:8][CH:9]([C:10]([O:12][CH3:13])=[O:11])[CH2:14][CH2:15][NH:16]2)[CH:2]=[CH:3][CH:4]=[CH:5][CH:6]=1. (2) Given the reactants [F-].C([N+](CCCC)(CCCC)CCCC)CCC.[C:19]([C:21]1[CH:26]=[CH:25][C:24]([C:27]2[CH:35]=[C:34]3[C:30]([C:31]([NH:44][C:45](=[O:49])[CH2:46][CH2:47][CH3:48])=[N:32][N:33]3COCC[Si](C)(C)C)=[CH:29][CH:28]=2)=[CH:23][CH:22]=1)#[N:20], predict the reaction product. The product is: [C:19]([C:21]1[CH:22]=[CH:23][C:24]([C:27]2[CH:35]=[C:34]3[C:30]([C:31]([NH:44][C:45](=[O:49])[CH2:46][CH2:47][CH3:48])=[N:32][NH:33]3)=[CH:29][CH:28]=2)=[CH:25][CH:26]=1)#[N:20]. (3) Given the reactants C([O:3][C:4](=O)[CH:5]([C:7]1[O:11][C:10]([C:12]2[CH:17]=[CH:16][C:15]([C:18]([F:21])([F:20])[F:19])=[CH:14][CH:13]=2)=[N:9][C:8]=1[CH:22]([CH3:24])[CH3:23])[CH3:6])C.O1CCCC1.[H-].[Al+3].[Li+].[H-].[H-].[H-].Cl, predict the reaction product. The product is: [CH:22]([C:8]1[N:9]=[C:10]([C:12]2[CH:13]=[CH:14][C:15]([C:18]([F:20])([F:21])[F:19])=[CH:16][CH:17]=2)[O:11][C:7]=1[CH:5]([CH3:6])[CH2:4][OH:3])([CH3:23])[CH3:24]. (4) Given the reactants C(OC[C:6]1[CH:11]=[CH:10][CH:9]=[C:8]([CH2:12][CH2:13][C:14](=[O:16])[CH3:15])[C:7]=1[B:17]1[O:21]C(C)(C)[C:19](C)(C)[O:18]1)(=O)C.[OH-].[Na+].C1COCC1.Cl, predict the reaction product. The product is: [OH:21][B:17]1[C:7]2[C:8]([CH2:12][CH2:13][C:14](=[O:16])[CH3:15])=[CH:9][CH:10]=[CH:11][C:6]=2[CH2:19][O:18]1. (5) Given the reactants [O:1]=[C:2]([CH3:17])[CH2:3][C:4]([O:6][C@@H:7]1[CH2:12][C@H:11]([CH3:13])[CH2:10][CH2:9][C@H:8]1[C:14]([CH3:16])=[CH2:15])=[O:5].[BH4-].[Na+], predict the reaction product. The product is: [OH:1][CH:2]([CH3:17])[CH2:3][C:4]([O:6][C@@H:7]1[CH2:12][C@H:11]([CH3:13])[CH2:10][CH2:9][C@H:8]1[C:14]([CH3:16])=[CH2:15])=[O:5]. (6) Given the reactants [H-].[Na+].[CH3:3][CH:4]([NH:6][CH2:7][CH:8]([OH:21])[CH2:9][O:10][C:11]1[CH:12]=[CH:13][CH:14]=[C:15]2[CH:20]=[CH:19][CH:18]=[CH:17][C:16]=12)[CH3:5].Cl.COCCOCCOCCOCCOCCBr, predict the reaction product. The product is: [CH3:5][CH:4]([NH:6][CH2:7][CH:8]([OH:21])[CH2:9][O:10][C:11]1[CH:12]=[CH:13][CH:14]=[C:15]2[CH:20]=[CH:19][CH:18]=[CH:17][C:16]=12)[CH3:3]. (7) The product is: [C:8]([C:10]1[CH:11]=[C:12]([C:20]2[O:24][N:23]=[C:22]([C:25]3[CH:39]=[CH:38][C:28]4[CH2:29][CH2:30][N:31]([CH2:34][C:35]([NH:43][CH2:44][CH2:45][OH:46])=[O:36])[CH2:32][CH2:33][C:27]=4[C:26]=3[CH3:40])[N:21]=2)[CH:13]=[CH:14][C:15]=1[O:16][CH:17]([CH3:18])[CH3:19])#[N:9]. Given the reactants FC(F)(F)C(O)=O.[C:8]([C:10]1[CH:11]=[C:12]([C:20]2[O:24][N:23]=[C:22]([C:25]3[CH:39]=[CH:38][C:28]4[CH2:29][CH2:30][N:31]([CH2:34][C:35](O)=[O:36])[CH2:32][CH2:33][C:27]=4[C:26]=3[CH3:40])[N:21]=2)[CH:13]=[CH:14][C:15]=1[O:16][CH:17]([CH3:19])[CH3:18])#[N:9].C([N:43]1CC[O:46][CH2:45][CH2:44]1)C.O.OC1C2N=NNC=2C=CC=1.C(Cl)CCl.C(CN)O, predict the reaction product. (8) Given the reactants [NH2:1][CH2:2][C@@:3]([NH:9][C@H](C1C=CC=CC=1)CO)([CH3:8])[C:4]([F:7])([F:6])[F:5].[ClH:19], predict the reaction product. The product is: [ClH:19].[ClH:19].[F:5][C:4]([F:7])([F:6])[C@@:3]([CH3:8])([NH2:9])[CH2:2][NH2:1]. (9) The product is: [NH2:10][C@H:11]([C:14]1[CH:19]=[CH:18][C:17]([OH:20])=[CH:16][C:15]=1[O:28][CH3:29])[CH2:12][OH:13]. Given the reactants C(OC(=O)[NH:10][C@H:11]([C:14]1[CH:19]=[CH:18][C:17]([O:20]CC2C=CC=CC=2)=[CH:16][C:15]=1[O:28][CH3:29])[CH2:12][OH:13])C1C=CC=CC=1, predict the reaction product.